Task: Binary Classification. Given a T-cell receptor sequence (or CDR3 region) and an epitope sequence, predict whether binding occurs between them.. Dataset: TCR-epitope binding with 47,182 pairs between 192 epitopes and 23,139 TCRs The epitope is FLPRVFSAV. The TCR CDR3 sequence is CASSLGGAVEQFF. Result: 1 (the TCR binds to the epitope).